From a dataset of Forward reaction prediction with 1.9M reactions from USPTO patents (1976-2016). Predict the product of the given reaction. (1) Given the reactants [NH2:1][C:2]1[C:11]2[C:6](=[CH:7][CH:8]=[CH:9][C:10]=2[O:12][CH2:13][C:14]([NH:17][C:18](=[O:31])[C:19]2[CH:24]=[C:23]([O:25][CH3:26])[CH:22]=[C:21]([O:27][CH2:28][CH2:29][OH:30])[CH:20]=2)([CH3:16])[CH3:15])[N:5]=[C:4]([CH3:32])[C:3]=1[C:33]([O-:35])=[O:34].[ClH:36], predict the reaction product. The product is: [ClH:36].[NH2:1][C:2]1[C:11]2[C:6](=[CH:7][CH:8]=[CH:9][C:10]=2[O:12][CH2:13][C:14]([NH:17][C:18](=[O:31])[C:19]2[CH:24]=[C:23]([O:25][CH3:26])[CH:22]=[C:21]([O:27][CH2:28][CH2:29][OH:30])[CH:20]=2)([CH3:15])[CH3:16])[N:5]=[C:4]([CH3:32])[C:3]=1[C:33]([OH:35])=[O:34]. (2) Given the reactants [OH2:1].N(OS(=O)(=O)O)=O.[Br:9][C:10]1[CH:18]=C(C)[C:13]([C:14](N)=[O:15])=[C:12]([CH3:20])[CH:11]=1.Cl[CH2:22][Cl:23], predict the reaction product. The product is: [Br:9][C:10]1[CH:11]=[C:12]([CH3:20])[C:13]([C:14]([OH:1])=[O:15])=[C:22]([Cl:23])[CH:18]=1.